This data is from Full USPTO retrosynthesis dataset with 1.9M reactions from patents (1976-2016). The task is: Predict the reactants needed to synthesize the given product. Given the product [NH:26]([C:11]1[N:10]([CH:2]2[CH2:3][C:4]3[C:9](=[CH:8][CH:7]=[CH:6][CH:5]=3)[CH2:1]2)[C:19](=[O:20])[C:18]2[C:13](=[CH:14][C:15]([C:21]([F:24])([F:23])[F:22])=[CH:16][CH:17]=2)[N:12]=1)[NH2:27], predict the reactants needed to synthesize it. The reactants are: [CH2:1]1[C:9]2[C:4](=[CH:5][CH:6]=[CH:7][CH:8]=2)[CH2:3][CH:2]1[N:10]1[C:19](=[O:20])[C:18]2[C:13](=[CH:14][C:15]([C:21]([F:24])([F:23])[F:22])=[CH:16][CH:17]=2)[NH:12][C:11]1=S.[NH2:26][NH2:27].O.